This data is from Forward reaction prediction with 1.9M reactions from USPTO patents (1976-2016). The task is: Predict the product of the given reaction. (1) Given the reactants Br[C:2]1[CH:9]=[CH:8][CH:7]=[CH:6][C:3]=1[CH2:4][OH:5].C([Mg]Cl)C.[Mg].[CH2:15]([N:22]1[CH2:28][CH2:27][CH2:26][C:25](=[O:29])[CH2:24][CH2:23]1)[C:16]1[CH:21]=[CH:20][CH:19]=[CH:18][CH:17]=1.[Cl-].[NH4+], predict the reaction product. The product is: [CH2:15]([N:22]1[CH2:28][CH2:27][CH2:26][C:25]([C:2]2[CH:9]=[CH:8][CH:7]=[CH:6][C:3]=2[CH2:4][OH:5])([OH:29])[CH2:24][CH2:23]1)[C:16]1[CH:17]=[CH:18][CH:19]=[CH:20][CH:21]=1. (2) Given the reactants [OH:1][C:2]1[CH:7]=[CH:6][C:5]([C:8]2[CH:13]=[CH:12][C:11]([C:14]([NH:16][C@H:17]([C:22]([O:24]C)=O)[CH2:18][CH:19]([CH3:21])[CH3:20])=[O:15])=[CH:10][CH:9]=2)=[CH:4][CH:3]=1.[Li].CN(C(ON1N=N[C:37]2[CH:38]=CC=N[C:36]1=2)=[N+](C)C)C.F[P-](F)(F)(F)(F)F.C([N:53](CC)CC)C.[C:58]([O:61][CH2:62]C)(=[O:60])[CH3:59], predict the reaction product. The product is: [OH:1][C:2]1[CH:3]=[CH:4][C:5]([C:8]2[CH:13]=[CH:12][C:11]([C:14]([NH:16][C@H:17]([C:22]([NH:53][C@H:59]([C:58]([O:61][CH3:62])=[O:60])[CH2:36][CH2:37][CH3:38])=[O:24])[CH2:18][CH:19]([CH3:21])[CH3:20])=[O:15])=[CH:10][CH:9]=2)=[CH:6][CH:7]=1. (3) The product is: [Cl-:66].[Si:1]([C@@:8]1([OH:32])[C@@H:12]([CH2:13][O:14][Si:15]([C:18]([CH3:20])([CH3:19])[CH3:21])([CH3:16])[CH3:17])[O:11][C:10]([N:22]2[CH:29]=[CH:28][C:26]([N+:42]3([CH3:43])[CH2:33][CH2:34][CH2:46][CH2:48][CH2:49]3)=[N:25][C:23]2=[O:24])([OH:64])[C@@H:9]1[O:30][CH3:31])([C:4]([CH3:5])([CH3:7])[CH3:6])([CH3:2])[CH3:3]. Given the reactants [Si:1]([C@@:8]1([OH:32])[C@@H:12]([CH2:13][O:14][Si:15]([C:18]([CH3:21])([CH3:20])[CH3:19])([CH3:17])[CH3:16])[O:11][C@@H:10]([N:22]2[CH:29]=[CH:28][C:26](=O)[NH:25][C:23]2=[O:24])[C@@H:9]1[O:30][CH3:31])([C:4]([CH3:7])([CH3:6])[CH3:5])([CH3:3])[CH3:2].[C@@H:33]1([N:42]2[CH:49]=[CH:48][C:46](=O)N[C:43]2=O)O[C@H](CO)[C@@H](O)[C@H:34]1O.CN1CCCCC1.C1(C)C=CC(S([Cl:66])(=O)=[O:64])=CC=1, predict the reaction product. (4) Given the reactants BrC1C=CC(F)=C([C@]2(C)C3[C@](C(O)=O)(C3)SC(N(C(OC(C)(C)C)=O)COCC[Si](C)(C)C)=N2)C=1.[C:36]([O:40][C:41]([N:43]([CH2:74][O:75][CH2:76][CH2:77][Si:78]([CH3:81])([CH3:80])[CH3:79])[C:44]1[S:45][C@:46]2([C:70]([O:72]C)=[O:71])[C@H:48]([C@:49]([C:52]3[CH:57]=[C:56]([NH:58][C:59](=[O:68])[C:60]4[CH:65]=[CH:64][C:63]([C:66]#[N:67])=[CH:62][N:61]=4)[CH:55]=[CH:54][C:53]=3[F:69])([CH3:51])[N:50]=1)[CH2:47]2)=[O:42])([CH3:39])([CH3:38])[CH3:37], predict the reaction product. The product is: [C:36]([O:40][C:41]([N:43]([CH2:74][O:75][CH2:76][CH2:77][Si:78]([CH3:81])([CH3:80])[CH3:79])[C:44]1[S:45][C@:46]2([C:70]([OH:72])=[O:71])[C@H:48]([C@:49]([C:52]3[CH:57]=[C:56]([NH:58][C:59](=[O:68])[C:60]4[CH:65]=[CH:64][C:63]([C:66]#[N:67])=[CH:62][N:61]=4)[CH:55]=[CH:54][C:53]=3[F:69])([CH3:51])[N:50]=1)[CH2:47]2)=[O:42])([CH3:39])([CH3:38])[CH3:37]. (5) Given the reactants [CH3:1][O-:2].[Na+].[Cl:4][C:5]1[CH:10]=[C:9](F)[C:8]([F:12])=[CH:7][C:6]=1[N+:13]([O-:15])=[O:14], predict the reaction product. The product is: [Cl:4][C:5]1[CH:10]=[C:9]([O:2][CH3:1])[C:8]([F:12])=[CH:7][C:6]=1[N+:13]([O-:15])=[O:14]. (6) Given the reactants [CH3:1][C@@H:2]1[C@H:36]([OH:37])[C@@H:35]([CH3:38])[C@@H:34]([OH:39])[C@@H:33]([CH3:40])[C@H:32]([O:41][C:42]([CH3:44])=[O:43])[C@H:31]([CH3:45])[C@@H:30]([O:46][CH3:47])[CH:29]=[CH:28][O:27][C@:24]2([CH3:48])[C:25](=[O:26])[C:14]3[C:15]([O:23]2)=[C:16]([CH3:22])[C:17]([OH:21])=[C:18]2[C:19](=[O:20])[C:10](=[CH:11][C:12]4(OC(=O)CO4)[C:13]=32)[NH:9][C:7](=[O:8])[C:6]([CH3:54])=[CH:5][CH:4]=[CH:3]1.C(O)C.[NH2:58][C:59]1[CH:64]=[C:63]([CH3:65])[CH:62]=[CH:61][N:60]=1.O=C1O[C@H]([C@H](CO)O)C(O)=C1O, predict the reaction product. The product is: [CH3:65][C:63]1[CH:62]=[CH:61][N:60]2[C:11]3[C:10]4[NH:9][C:7](=[O:8])[C:6]([CH3:54])=[CH:5][CH:4]=[CH:3][C@H:2]([CH3:1])[C@H:36]([OH:37])[C@@H:35]([CH3:38])[C@@H:34]([OH:39])[C@@H:33]([CH3:40])[C@H:32]([O:41][C:42]([CH3:44])=[O:43])[C@H:31]([CH3:45])[C@@H:30]([O:46][CH3:47])[CH:29]=[CH:28][O:27][C@:24]5([CH3:48])[C:25](=[O:26])[C:14]6=[C:15]([O:23]5)[C:16]([CH3:22])=[C:17]([OH:21])[C:18](=[C:13]6[C:12]=3[N:58]=[C:59]2[CH:64]=1)[C:19]=4[OH:20]. (7) Given the reactants Br[C:2]1[CH:7]=[CH:6][C:5]([C:8]([N:10]2[CH2:15][CH2:14][N:13]([C:16]3[C:21]([CH3:22])=[CH:20][C:19]([CH3:23])=[CH:18][N:17]=3)[CH2:12][CH2:11]2)=[O:9])=[C:4]([F:24])[CH:3]=1.[CH3:25][N:26]1[C:30](=[O:31])[C:29]([CH3:33])([CH3:32])[NH:28][C:27]1=[O:34], predict the reaction product. The product is: [CH3:22][C:21]1[C:16]([N:13]2[CH2:14][CH2:15][N:10]([C:8]([C:5]3[CH:6]=[CH:7][C:2]([N:28]4[C:29]([CH3:33])([CH3:32])[C:30](=[O:31])[N:26]([CH3:25])[C:27]4=[O:34])=[CH:3][C:4]=3[F:24])=[O:9])[CH2:11][CH2:12]2)=[N:17][CH:18]=[C:19]([CH3:23])[CH:20]=1. (8) The product is: [NH3:8].[F:34][C:24]1[CH:25]=[CH:26][CH:27]=[C:28]([N:29]2[N:33]=[CH:32][CH:31]=[N:30]2)[C:23]=1[C:22]([N:18]1[CH2:17][CH:16]2[CH:20]([CH2:21][N:14]([C:9]3[N:10]=[C:11]([CH3:13])[CH:12]=[C:7]([N:38]4[CH2:43][CH2:42][O:41][CH2:40][CH2:39]4)[N:8]=3)[CH2:15]2)[CH2:19]1)=[O:35]. Given the reactants FC(F)(F)S(O[C:7]1[CH:12]=[C:11]([CH3:13])[N:10]=[C:9]([N:14]2[CH2:21][CH:20]3[CH:16]([CH2:17][N:18]([C:22](=[O:35])[C:23]4[C:28]([N:29]5[N:33]=[CH:32][CH:31]=[N:30]5)=[CH:27][CH:26]=[CH:25][C:24]=4[F:34])[CH2:19]3)[CH2:15]2)[N:8]=1)(=O)=O.[NH:38]1[CH2:43][CH2:42][O:41][CH2:40][CH2:39]1, predict the reaction product. (9) Given the reactants [CH3:1][O:2][N:3]([CH3:23])[C:4]([C:6]1[C:10]2[CH2:11][CH2:12][CH2:13][C:14]3[C:15](=[N:16][C:17]([O:20]C)=[N:18][CH:19]=3)[C:9]=2[N:8]([CH3:22])[N:7]=1)=[O:5].[I-].[Na+].C[Si](Cl)(C)C, predict the reaction product. The product is: [OH:20][C:17]1[N:16]=[C:15]2[C:9]3[N:8]([CH3:22])[N:7]=[C:6]([C:4]([N:3]([O:2][CH3:1])[CH3:23])=[O:5])[C:10]=3[CH2:11][CH2:12][CH2:13][C:14]2=[CH:19][N:18]=1. (10) Given the reactants [NH2:1][C:2]1[CH:20]=[CH:19][C:5]([O:6][C:7]2[C:16]3[N:15]=[C:14]([CH3:17])[C:13](=[O:18])[NH:12][C:11]=3[N:10]=[CH:9][CH:8]=2)=[CH:4][C:3]=1[S:21][CH3:22].[C:23]([C:27]1[CH:31]=[C:30]([N:32]=[C:33]=[O:34])[N:29]([C:35]2[CH:36]=[CH:37][C:38]([O:41][CH3:42])=[N:39][CH:40]=2)[N:28]=1)([CH3:26])([CH3:25])[CH3:24], predict the reaction product. The product is: [C:23]([C:27]1[CH:31]=[C:30]([NH:32][C:33]([NH:1][C:2]2[CH:20]=[CH:19][C:5]([O:6][C:7]3[C:16]4[N:15]=[C:14]([CH3:17])[C:13](=[O:18])[NH:12][C:11]=4[N:10]=[CH:9][CH:8]=3)=[CH:4][C:3]=2[S:21][CH3:22])=[O:34])[N:29]([C:35]2[CH:40]=[N:39][C:38]([O:41][CH3:42])=[CH:37][CH:36]=2)[N:28]=1)([CH3:26])([CH3:24])[CH3:25].